From a dataset of Forward reaction prediction with 1.9M reactions from USPTO patents (1976-2016). Predict the product of the given reaction. (1) Given the reactants [N:1]1[C:5]2[CH:6]=[CH:7][C:8]([C:10]([OH:12])=[O:11])=[CH:9][C:4]=2[NH:3][CH:2]=1.OS(O)(=O)=O.[CH3:18][CH2:19]O, predict the reaction product. The product is: [CH2:18]([O:11][C:10]([C:8]1[CH:7]=[CH:6][C:5]2[N:1]=[CH:2][NH:3][C:4]=2[CH:9]=1)=[O:12])[CH3:19]. (2) Given the reactants [CH3:1][C:2]1[CH:7]=[C:6]([N+:8]([O-:10])=[O:9])[CH:5]=[CH:4][C:3]=1[CH2:11]O.P(Br)(Br)[Br:14].C(=O)([O-])O.[Na+], predict the reaction product. The product is: [Br:14][CH2:11][C:3]1[CH:4]=[CH:5][C:6]([N+:8]([O-:10])=[O:9])=[CH:7][C:2]=1[CH3:1]. (3) The product is: [F:18][C:19]1[CH:20]=[C:21]([C:2]2[C:10]3[N:9]4[CH2:11][CH2:12][NH:13][C:14](=[O:15])[C:8]4=[CH:7][C:6]=3[C:5]([F:16])=[C:4]([F:17])[CH:3]=2)[CH:22]=[CH:23][C:24]=1[F:25]. Given the reactants Br[C:2]1[C:10]2[N:9]3[CH2:11][CH2:12][NH:13][C:14](=[O:15])[C:8]3=[CH:7][C:6]=2[C:5]([F:16])=[C:4]([F:17])[CH:3]=1.[F:18][C:19]1[CH:20]=[C:21](B(O)O)[CH:22]=[CH:23][C:24]=1[F:25], predict the reaction product. (4) Given the reactants [F:1][CH2:2][CH2:3][OH:4].[N+:5]([C:8]1[CH:13]=[C:12]([N+:14]([O-:16])=[O:15])[CH:11]=[CH:10][C:9]=1[S:17](Cl)(=[O:19])=[O:18])([O-:7])=[O:6].C(Cl)(Cl)Cl, predict the reaction product. The product is: [N+:5]([C:8]1[CH:13]=[C:12]([N+:14]([O-:16])=[O:15])[CH:11]=[CH:10][C:9]=1[S:17]([O:4][CH2:3][CH2:2][F:1])(=[O:19])=[O:18])([O-:7])=[O:6].